From a dataset of Forward reaction prediction with 1.9M reactions from USPTO patents (1976-2016). Predict the product of the given reaction. (1) Given the reactants [CH2:1]([O:3][C:4](=[O:21])[C@H:5]([N:7]1[C:12]2[CH:13]=[C:14]([N+:17]([O-:19])=[O:18])[CH:15]=[CH:16][C:11]=2[O:10][CH2:9][C:8]1=O)[CH3:6])[CH3:2].COC1C=CC(P2(SP(C3C=CC(OC)=CC=3)(=S)S2)=[S:31])=CC=1, predict the reaction product. The product is: [CH2:1]([O:3][C:4](=[O:21])[C@H:5]([N:7]1[C:12]2[CH:13]=[C:14]([N+:17]([O-:19])=[O:18])[CH:15]=[CH:16][C:11]=2[O:10][CH2:9][C:8]1=[S:31])[CH3:6])[CH3:2]. (2) Given the reactants [Cl:31][C:28]1[CH:29]=[CH:30][C:25]([S:24][S:24][C:25]2[CH:30]=[CH:29][C:28]([Cl:31])=[CH:27][C:26]=2[NH:32][S:33]([C:36]2[CH:41]=[CH:40][C:39]([Cl:42])=[C:38]([C:43]([F:46])([F:45])[F:44])[CH:37]=2)(=[O:35])=[O:34])=[C:26]([NH:32][S:33]([C:36]2[CH:41]=[CH:40][C:39]([Cl:42])=[C:38]([C:43]([F:44])([F:45])[F:46])[CH:37]=2)(=[O:34])=[O:35])[CH:27]=1.C1(P(C2C=CC=CC=2)C2C=CC=CC=2)C=CC=CC=1.[C:66]1(=[O:71])[CH2:70][CH2:69][CH:68]=[CH:67]1.CC1C=CC(S(O)(=O)=O)=CC=1, predict the reaction product. The product is: [Cl:42][C:39]1[CH:40]=[CH:41][C:36]([S:33]([NH:32][C:26]2[CH:27]=[C:28]([Cl:31])[CH:29]=[CH:30][C:25]=2[S:24][CH:68]2[CH2:69][CH2:70][C:66](=[O:71])[CH2:67]2)(=[O:34])=[O:35])=[CH:37][C:38]=1[C:43]([F:46])([F:45])[F:44]. (3) Given the reactants C([O:3][C:4](=O)[CH2:5][O:6][CH2:7][C:8]1[C:9]([NH2:15])=[N:10][CH:11]=[C:12]([Br:14])[CH:13]=1)C.[H-].[Na+], predict the reaction product. The product is: [Br:14][C:12]1[CH:11]=[N:10][C:9]2[NH:15][C:4](=[O:3])[CH2:5][O:6][CH2:7][C:8]=2[CH:13]=1. (4) Given the reactants [CH2:1]([NH2:8])[C:2]1[CH:7]=[CH:6][CH:5]=[CH:4][CH:3]=1.[O:9]1[CH:11]([CH2:12][CH3:13])[CH2:10]1, predict the reaction product. The product is: [CH2:1]([NH:8][CH2:10][CH:11]([OH:9])[CH2:12][CH3:13])[C:2]1[CH:7]=[CH:6][CH:5]=[CH:4][CH:3]=1.